Dataset: Full USPTO retrosynthesis dataset with 1.9M reactions from patents (1976-2016). Task: Predict the reactants needed to synthesize the given product. (1) The reactants are: [Br:1][C:2]1[C:9]([O:10][CH3:11])=[CH:8][C:5]([CH2:6][OH:7])=[CH:4][C:3]=1[O:12][CH3:13].[OH-].[Na+].S(OCC)(O[CH2:20][CH3:21])(=O)=O. Given the product [CH2:20]([O:7][CH2:6][C:5]1[CH:8]=[C:9]([O:10][CH3:11])[C:2]([Br:1])=[C:3]([O:12][CH3:13])[CH:4]=1)[CH3:21], predict the reactants needed to synthesize it. (2) Given the product [F:1][C:2]1[CH:10]=[CH:9][CH:8]=[C:7]2[C:3]=1[C:4](=[O:12])[N:20]([CH2:19][CH:16]1[CH2:17][CH2:18][O:13][CH2:14][CH2:15]1)[C:6]2=[O:11], predict the reactants needed to synthesize it. The reactants are: [F:1][C:2]1[CH:10]=[CH:9][CH:8]=[C:7]2[C:3]=1[C:4](=[O:12])O[C:6]2=[O:11].[O:13]1[CH2:18][CH2:17][CH:16]([CH2:19][NH2:20])[CH2:15][CH2:14]1. (3) The reactants are: C[O:2][C:3](=[O:20])[CH2:4][C:5]1[C:6]([CH3:19])=[N:7][N:8]([CH2:11][C:12]2[CH:17]=[CH:16][C:15]([NH2:18])=[CH:14][CH:13]=2)[C:9]=1[CH3:10].C(N(CC)CC)C.[C:28]1([S:34](Cl)(=[O:36])=[O:35])[CH:33]=[CH:32][CH:31]=[CH:30][CH:29]=1. Given the product [C:28]1([S:34]([NH:18][C:15]2[CH:16]=[CH:17][C:12]([CH2:11][N:8]3[C:9]([CH3:10])=[C:5]([CH2:4][C:3]([OH:2])=[O:20])[C:6]([CH3:19])=[N:7]3)=[CH:13][CH:14]=2)(=[O:36])=[O:35])[CH:33]=[CH:32][CH:31]=[CH:30][CH:29]=1, predict the reactants needed to synthesize it. (4) Given the product [CH2:1]([O:4][C:5]1[CH:12]=[CH:11][C:8](/[CH:9]=[CH:13]/[C:14]([C:16]2[CH:21]=[CH:20][CH:19]=[C:18]([O:22][CH3:23])[CH:17]=2)=[O:15])=[CH:7][CH:6]=1)[CH2:2][CH3:3], predict the reactants needed to synthesize it. The reactants are: [CH2:1]([O:4][C:5]1[CH:12]=[CH:11][C:8]([CH:9]=O)=[CH:7][CH:6]=1)[CH2:2][CH3:3].[CH3:13][C:14]([C:16]1[CH:21]=[CH:20][CH:19]=[C:18]([O:22][CH3:23])[CH:17]=1)=[O:15].[OH-].[Na+]. (5) Given the product [C:22]([CH2:24][NH:25][C:26]([C@@H:28]([O:36][C:37](=[O:44])[NH:38][CH2:39][C:40]([F:43])([F:42])[F:41])[CH2:29][CH:30]1[CH2:35][CH2:34][CH2:33][CH2:32][CH2:31]1)=[O:27])#[N:23], predict the reactants needed to synthesize it. The reactants are: C(CNC(=O)[C@H](O)CC1CCCCC1)#N.FC(F)(F)CN.[C:22]([CH2:24][NH:25][C:26]([CH:28]([O:36][C:37](=[O:44])[NH:38][CH2:39][C:40]([F:43])([F:42])[F:41])[CH2:29][CH:30]1[CH2:35][CH2:34][CH2:33][CH2:32][CH2:31]1)=[O:27])#[N:23].